From a dataset of Catalyst prediction with 721,799 reactions and 888 catalyst types from USPTO. Predict which catalyst facilitates the given reaction. (1) Reactant: F[P-](F)(F)(F)(F)F.CN(C(ON1C2=NC=CC=C2N=N1)=[N+](C)C)C.C(N(CC)C(C)C)(C)C.[C:34]([O:38][C:39]([NH:41][CH2:42][C@H:43]1[CH2:48][CH2:47][C@H:46]([C:49]([NH:51][C@H:52]([C:72](=[O:85])[NH:73][C:74]2[CH:79]=[CH:78][C:77]([C:80]3[N:81]=[N:82][NH:83][N:84]=3)=[CH:76][CH:75]=2)[CH2:53][C:54]2[CH:55]=[CH:56][C:57]([O:70][CH3:71])=[C:58]([C:60]3[CH:65]=[CH:64][C:63]([C:66](O)=[O:67])=[CH:62][C:61]=3[CH3:69])[CH:59]=2)=[O:50])[CH2:45][CH2:44]1)=[O:40])([CH3:37])([CH3:36])[CH3:35].[NH2:86][CH:87]1[CH2:92][CH2:91][N:90]([C:93]([O:95][C:96]([CH3:99])([CH3:98])[CH3:97])=[O:94])[CH2:89][CH2:88]1. Product: [C:34]([O:38][C:39]([NH:41][CH2:42][C@H:43]1[CH2:48][CH2:47][C@H:46]([C:49]([NH:51][C@H:52]([C:72](=[O:85])[NH:73][C:74]2[CH:79]=[CH:78][C:77]([C:80]3[N:81]=[N:82][NH:83][N:84]=3)=[CH:76][CH:75]=2)[CH2:53][C:54]2[CH:55]=[CH:56][C:57]([O:70][CH3:71])=[C:58]([C:60]3[CH:65]=[CH:64][C:63]([C:66]([NH:86][CH:87]4[CH2:88][CH2:89][N:90]([C:93]([O:95][C:96]([CH3:99])([CH3:98])[CH3:97])=[O:94])[CH2:91][CH2:92]4)=[O:67])=[CH:62][C:61]=3[CH3:69])[CH:59]=2)=[O:50])[CH2:45][CH2:44]1)=[O:40])([CH3:37])([CH3:35])[CH3:36]. The catalyst class is: 1. (2) Reactant: [Cl:1][C:2]1[CH:3]=[C:4]([CH:38]=[CH:39][C:40]=1[OH:41])[CH2:5][NH:6][C:7]1[N:8]=[CH:9][C:10]2[CH:15]=[C:14]([C:16]3[C:21]([Cl:22])=[CH:20][CH:19]=[CH:18][C:17]=3[Cl:23])[N:13]([CH2:24][C@@H:25]3[CH2:30][CH2:29][CH2:28][N:27](C(OC(C)(C)C)=O)[CH2:26]3)[C:11]=2[N:12]=1.FC(F)(F)C(O)=O. The catalyst class is: 2. Product: [Cl:1][C:2]1[CH:3]=[C:4]([CH2:5][NH:6][C:7]2[N:8]=[CH:9][C:10]3[CH:15]=[C:14]([C:16]4[C:17]([Cl:23])=[CH:18][CH:19]=[CH:20][C:21]=4[Cl:22])[N:13]([CH2:24][C@@H:25]4[CH2:30][CH2:29][CH2:28][NH:27][CH2:26]4)[C:11]=3[N:12]=2)[CH:38]=[CH:39][C:40]=1[OH:41]. (3) Reactant: Cl.O=[C:3]1[NH:22]C2=NC=C(C3C=CC(C(=N)OCC)=CC=3)N=C2[N:4]1CCN1CCCCC1.[O:31]=[C:32]1[NH:48][C:35]2=[N:36][CH:37]=[C:38]([C:40]3[CH:47]=[CH:46][C:43]([C:44]#[N:45])=[CH:42][CH:41]=3)[N:39]=[C:34]2[N:33]1[CH2:49][CH2:50][N:51]1[CH2:56][CH2:55][CH2:54][CH2:53][CH2:52]1.Cl. The catalyst class is: 8. Product: [N:4]1[N:45]=[C:44]([C:43]2[CH:42]=[CH:41][C:40]([C:38]3[N:39]=[C:34]4[N:33]([CH2:49][CH2:50][N:51]5[CH2:52][CH2:53][CH2:54][CH2:55][CH2:56]5)[C:32](=[O:31])[NH:48][C:35]4=[N:36][CH:37]=3)=[CH:47][CH:46]=2)[NH:22][CH:3]=1. (4) Reactant: [CH2:1]([O:3][C:4](=[O:28])[CH2:5][S:6][C:7]1[N:19]([C:20]2[CH:25]=[CH:24][CH:23]=[C:22]([F:26])[CH:21]=2)[C:18](=[O:27])[C:17]2[C:16]3[CH2:15][CH2:14][NH:13][CH2:12][C:11]=3[S:10][C:9]=2[N:8]=1)[CH3:2].C=O.[CH3:31]C(O)=O.[OH-].[Na+]. Product: [CH2:1]([O:3][C:4](=[O:28])[CH2:5][S:6][C:7]1[N:19]([C:20]2[CH:25]=[CH:24][CH:23]=[C:22]([F:26])[CH:21]=2)[C:18](=[O:27])[C:17]2[C:16]3[CH2:15][CH2:14][N:13]([CH3:31])[CH2:12][C:11]=3[S:10][C:9]=2[N:8]=1)[CH3:2]. The catalyst class is: 61. (5) Product: [CH3:23][S:24]([O:1][CH2:2][C@@H:3]1[O:7][C:6](=[O:8])[N:5]([C:9]2[CH:14]=[CH:13][CH:12]=[C:11]([F:15])[CH:10]=2)[CH2:4]1)(=[O:26])=[O:25]. The catalyst class is: 11. Reactant: [OH:1][CH2:2][C@@H:3]1[O:7][C:6](=[O:8])[N:5]([C:9]2[CH:14]=[CH:13][CH:12]=[C:11]([F:15])[CH:10]=2)[CH2:4]1.C(N(CC)CC)C.[CH3:23][S:24](Cl)(=[O:26])=[O:25].O. (6) Reactant: [CH2:1]([O:3][C:4]([C:6]1[NH:7][C:8]2[C:13]([CH:14]=1)=[C:12]([OH:15])[CH:11]=[CH:10][CH:9]=2)=[O:5])[CH3:2].F[C:17]1[CH:22]=[C:21]([CH3:23])[CH:20]=[CH:19][C:18]=1[N+:24]([O-:26])=[O:25].C(=O)([O-])[O-].[K+].[K+]. Product: [CH2:1]([O:3][C:4]([C:6]1[NH:7][C:8]2[C:13]([CH:14]=1)=[C:12]([O:15][C:17]1[CH:22]=[C:21]([CH3:23])[CH:20]=[CH:19][C:18]=1[N+:24]([O-:26])=[O:25])[CH:11]=[CH:10][CH:9]=2)=[O:5])[CH3:2]. The catalyst class is: 9.